Dataset: Forward reaction prediction with 1.9M reactions from USPTO patents (1976-2016). Task: Predict the product of the given reaction. (1) The product is: [Cl:1][C:2]1[CH:3]=[CH:4][C:5]2[N:11]3[C:39]([C:38]([F:49])([F:48])[F:37])=[N:13][N:12]=[C:10]3[CH:9]([CH2:14][C:15]3[S:16][C:17]([CH2:20][CH2:21][C:22]([O:24][CH3:25])=[O:23])=[CH:18][N:19]=3)[CH2:8][CH:7]([C:26]3[CH:31]=[CH:30][CH:29]=[C:28]([O:32][CH3:33])[C:27]=3[O:34][CH3:35])[C:6]=2[CH:36]=1. Given the reactants [Cl:1][C:2]1[CH:3]=[CH:4][C:5]2[NH:11]/[C:10](=[N:12]\[NH2:13])/[CH:9]([CH2:14][C:15]3[S:16][C:17]([CH2:20][CH2:21][C:22]([O:24][CH3:25])=[O:23])=[CH:18][N:19]=3)[CH2:8][CH:7]([C:26]3[CH:31]=[CH:30][CH:29]=[C:28]([O:32][CH3:33])[C:27]=3[O:34][CH3:35])[C:6]=2[CH:36]=1.[F:37][C:38]([F:49])([F:48])[C:39](O[C:39](=O)[C:38]([F:49])([F:48])[F:37])=O.FC(F)(F)C(O)=O.C1(C)C=CC=CC=1, predict the reaction product. (2) Given the reactants O[C:2]1[CH:9]=[CH:8][C:5]([CH:6]=[O:7])=[CH:4][CH:3]=1.C(=O)([O-])[O-].[Cs+].[Cs+].CS([O:20][CH:21]1[CH2:24][N:23]([C:25]([C:27]2[O:28][C:29]([C:32]3[CH:37]=[CH:36][C:35]([O:38][CH3:39])=[CH:34][CH:33]=3)=[N:30][N:31]=2)=[O:26])[CH2:22]1)(=O)=O, predict the reaction product. The product is: [CH3:39][O:38][C:35]1[CH:36]=[CH:37][C:32]([C:29]2[O:28][C:27]([C:25]([N:23]3[CH2:24][CH:21]([O:20][C:2]4[CH:9]=[CH:8][C:5]([CH:6]=[O:7])=[CH:4][CH:3]=4)[CH2:22]3)=[O:26])=[N:31][N:30]=2)=[CH:33][CH:34]=1. (3) Given the reactants [F:1][C:2]([F:50])([F:49])[C:3]1[CH:4]=[C:5]([CH:42]=[C:43]([C:45]([F:48])([F:47])[F:46])[CH:44]=1)[CH2:6][N:7]([CH2:15][C:16]1[CH:21]=[C:20]([C:22]([F:25])([F:24])[F:23])[CH:19]=[CH:18][C:17]=1[N:26]([CH2:29][C@H:30]1[CH2:35][CH2:34][C@H:33]([CH2:36][C:37]([O:39][CH2:40][CH3:41])=[O:38])[CH2:32][CH2:31]1)[CH2:27][CH3:28])[C:8]1[N:13]=[CH:12][C:11]([OH:14])=[CH:10][N:9]=1.Br[CH2:52][CH2:53][OH:54].C(=O)([O-])[O-].[K+].[K+].O, predict the reaction product. The product is: [F:50][C:2]([F:1])([F:49])[C:3]1[CH:4]=[C:5]([CH:42]=[C:43]([C:45]([F:46])([F:47])[F:48])[CH:44]=1)[CH2:6][N:7]([CH2:15][C:16]1[CH:21]=[C:20]([C:22]([F:25])([F:24])[F:23])[CH:19]=[CH:18][C:17]=1[N:26]([CH2:29][C@H:30]1[CH2:31][CH2:32][C@H:33]([CH2:36][C:37]([O:39][CH2:40][CH3:41])=[O:38])[CH2:34][CH2:35]1)[CH2:27][CH3:28])[C:8]1[N:9]=[CH:10][C:11]([O:14][CH2:52][CH2:53][OH:54])=[CH:12][N:13]=1. (4) Given the reactants CS(C)=O.[C-:5]#[N:6].[Na+].[CH3:8][C:9]1[CH:27]=[CH:26][C:25]([CH3:28])=[CH:24][C:10]=1[O:11][CH2:12][C:13]1[CH:23]=[CH:22][CH:21]=[CH:20][C:14]=1[C:15](Cl)=[N:16][O:17][CH3:18], predict the reaction product. The product is: [CH3:8][C:9]1[CH:27]=[CH:26][C:25]([CH3:28])=[CH:24][C:10]=1[O:11][CH2:12][C:13]1[CH:23]=[CH:22][CH:21]=[CH:20][C:14]=1[C:15](=[N:16][O:17][CH3:18])[C:5]#[N:6].